From a dataset of Full USPTO retrosynthesis dataset with 1.9M reactions from patents (1976-2016). Predict the reactants needed to synthesize the given product. (1) Given the product [CH2:37]([O:41][C:42]1[CH:74]=[CH:73][C:45]([C:46]([NH:48][C:49]2[CH:50]=[CH:51][C:52]([C:55]3[CH:63]=[C:62]4[C:58]([CH2:59][N:60]([C@@H:65]([CH:70]([CH3:71])[CH3:72])[C:66]([OH:68])=[O:67])[C:61]4=[O:64])=[CH:57][CH:56]=3)=[N:53][CH:54]=2)=[O:47])=[CH:44][CH:43]=1)[CH2:38][CH2:39][CH3:40], predict the reactants needed to synthesize it. The reactants are: C(C1C=CC(C(NC2C=CC(C3C=C4C(CN([C@@H](C(C)C)C(O)=O)C4=O)=CC=3)=NC=2)=O)=CC=1)(C)(C)C.[CH2:37]([O:41][C:42]1[CH:74]=[CH:73][C:45]([C:46]([NH:48][C:49]2[CH:50]=[CH:51][C:52]([C:55]3[CH:63]=[C:62]4[C:58]([CH2:59][N:60]([C@@H:65]([CH:70]([CH3:72])[CH3:71])[C:66]([O:68]C)=[O:67])[C:61]4=[O:64])=[CH:57][CH:56]=3)=[N:53][CH:54]=2)=[O:47])=[CH:44][CH:43]=1)[CH2:38][CH2:39][CH3:40]. (2) Given the product [CH3:12][C:8]1[C:9]([N+:1]([O-:4])=[O:2])=[CH:10][CH:11]=[C:6]([CH3:5])[C:7]=1[NH:13][C:14](=[O:20])[CH2:15][C:16]([CH3:18])([CH3:17])[CH3:19], predict the reactants needed to synthesize it. The reactants are: [N+:1]([O-:4])(O)=[O:2].[CH3:5][C:6]1[CH:11]=[CH:10][CH:9]=[C:8]([CH3:12])[C:7]=1[NH:13][C:14](=[O:20])[CH2:15][C:16]([CH3:19])([CH3:18])[CH3:17].O. (3) Given the product [F:68][C:63]1[CH:62]=[C:61]([NH:60][C:58](=[O:59])[NH:57][C:54]2[CH:53]=[CH:52][C:51]([C:46]3[CH:45]=[C:44]4[C:49]([CH2:50][N:42]([C@@H:38]([CH:39]([CH3:40])[CH3:41])[C:37]([OH:70])=[O:36])[C:43]4=[O:69])=[CH:48][CH:47]=3)=[CH:56][CH:55]=2)[CH:66]=[C:65]([F:67])[CH:64]=1, predict the reactants needed to synthesize it. The reactants are: FC1C=CC(NC(=O)NC2C=CC(C3C=C4C(CN([C@@H](C(C)C)C(O)=O)C4=O)=CC=3)=CC=2)=CC=1.C[O:36][C:37](=[O:70])[C@@H:38]([N:42]1[CH2:50][C:49]2[C:44](=[CH:45][C:46]([C:51]3[CH:56]=[CH:55][C:54]([NH:57][C:58]([NH:60][C:61]4[CH:66]=[C:65]([F:67])[CH:64]=[C:63]([F:68])[CH:62]=4)=[O:59])=[CH:53][CH:52]=3)=[CH:47][CH:48]=2)[C:43]1=[O:69])[CH:39]([CH3:41])[CH3:40]. (4) Given the product [O:40]1[CH2:41][CH2:42][N:37]([C:34]2[CH:33]=[CH:32][C:31]([C:29]3[NH:28][C:24]4=[N:25][CH:26]=[CH:27][C:22]([C:20]5[CH:19]=[CH:18][C:4]([O:5][C@@H:6]6[CH2:10][CH2:9][NH:8][CH2:7]6)=[C:3]([CH:21]=5)[C:1]#[N:2])=[C:23]4[N:30]=3)=[CH:36][CH:35]=2)[CH2:38][CH2:39]1, predict the reactants needed to synthesize it. The reactants are: [C:1]([C:3]1[CH:21]=[C:20]([C:22]2[CH:27]=[CH:26][N:25]=[C:24]3[NH:28][C:29]([C:31]4[CH:36]=[CH:35][C:34]([N:37]5[CH2:42][CH2:41][O:40][CH2:39][CH2:38]5)=[CH:33][CH:32]=4)=[N:30][C:23]=23)[CH:19]=[CH:18][C:4]=1[O:5][C@@H:6]1[CH2:10][CH2:9][N:8](C(OC(C)(C)C)=O)[CH2:7]1)#[N:2].Cl.